From a dataset of Catalyst prediction with 721,799 reactions and 888 catalyst types from USPTO. Predict which catalyst facilitates the given reaction. (1) Reactant: [F:1][C:2]([F:21])([C:8]1[CH:13]=[CH:12][CH:11]=[C:10]([N:14]2[CH2:19][CH2:18][N:17]([CH3:20])[CH2:16][CH2:15]2)[CH:9]=1)[C:3]([O:5]CC)=[O:4].CO.O.O.[OH-].[Li+]. Product: [F:21][C:2]([F:1])([C:8]1[CH:13]=[CH:12][CH:11]=[C:10]([N:14]2[CH2:15][CH2:16][N:17]([CH3:20])[CH2:18][CH2:19]2)[CH:9]=1)[C:3]([OH:5])=[O:4]. The catalyst class is: 7. (2) The catalyst class is: 6. Reactant: [NH2:1][C:2]1[CH:11]=[C:10]([C:12]([O:14][CH3:15])=[O:13])[CH:9]=[CH:8][C:3]=1[C:4](OC)=[O:5].[C:16](Cl)(=[NH:18])[NH2:17].Cl.CS(C)(=O)=O. Product: [NH2:17][C:16]1[NH:18][C:4](=[O:5])[C:3]2[C:2](=[CH:11][C:10]([C:12]([O:14][CH3:15])=[O:13])=[CH:9][CH:8]=2)[N:1]=1. (3) Reactant: Cl[C:2]1[N:7]=[C:6]([CH3:8])[N:5]=[C:4]([NH:9][C:10]2[S:11][C:12]([C:15]([NH:17][C:18]3[C:23]([CH3:24])=[CH:22][CH:21]=[CH:20][C:19]=3[Cl:25])=[O:16])=[CH:13][N:14]=2)[CH:3]=1.[CH2:26]([O:28][C:29]([CH2:31][N:32]1[CH2:37][CH2:36][NH:35][CH2:34][CH2:33]1)=[O:30])[CH3:27]. Product: [Cl:25][C:19]1[CH:20]=[CH:21][CH:22]=[C:23]([CH3:24])[C:18]=1[NH:17][C:15]([C:12]1[S:11][C:10]([NH:9][C:4]2[N:5]=[C:6]([CH3:8])[N:7]=[C:2]([N:35]3[CH2:34][CH2:33][N:32]([CH2:31][C:29]([O:28][CH2:26][CH3:27])=[O:30])[CH2:37][CH2:36]3)[CH:3]=2)=[N:14][CH:13]=1)=[O:16]. The catalyst class is: 14. (4) Reactant: [NH:1]1[CH:5]=[CH:4][N:3]=[CH:2]1.Cl[C:7]1[C:8]([Cl:14])=[N:9][C:10](Cl)=[N:11][CH:12]=1.C(N(CC)CC)C.[Cl-:22].[NH4+]. Product: [NH:1]1[CH:5]=[CH:4][N:3]=[C:2]1[C:10]1[N:11]=[C:12]([Cl:22])[CH:7]=[C:8]([Cl:14])[N:9]=1. The catalyst class is: 1. (5) Reactant: [C:1]([C:3]1[NH:4][CH:5]=[CH:6][N:7]=1)#[CH:2].Br[C:9]1[CH:10]=[CH:11][C:12]([C:15]2[CH:16]=[N:17][CH:18]=[CH:19][CH:20]=2)=[N:13][CH:14]=1.C(N(CC)CC)C. Product: [NH:4]1[CH:5]=[CH:6][N:7]=[C:3]1[C:1]#[C:2][C:9]1[CH:10]=[CH:11][C:12]([C:15]2[CH:16]=[N:17][CH:18]=[CH:19][CH:20]=2)=[N:13][CH:14]=1. The catalyst class is: 122. (6) Reactant: COC1C=CC(P2(=S)SP(=S)(C3C=CC(OC)=CC=3)[S:10]2)=CC=1.[Cl:23][C:24]1[CH:29]=[C:28]([Cl:30])[N:27]=[C:26]([NH:31][C:32](=[O:49])[C:33]([CH3:48])([N:35]2[C:40](=O)[N:39]([C:42]3[CH:47]=[CH:46][CH:45]=[CH:44][CH:43]=3)[CH2:38][O:37][CH2:36]2)[CH3:34])[CH:25]=1. Product: [Cl:23][C:24]1[CH:29]=[C:28]([Cl:30])[N:27]=[C:26]([NH:31][C:32](=[O:49])[C:33]([CH3:48])([N:35]2[C:40](=[S:10])[N:39]([C:42]3[CH:47]=[CH:46][CH:45]=[CH:44][CH:43]=3)[CH2:38][O:37][CH2:36]2)[CH3:34])[CH:25]=1. The catalyst class is: 11. (7) Reactant: [CH3:1][O:2][CH2:3][CH2:4][O:5][C:6]1[N:14]=[C:13]2[C:9]([NH:10][CH:11]=[N:12]2)=[C:8]([NH2:15])[N:7]=1.C([O-])([O-])=O.[K+].[K+].Br[CH2:23][CH2:24][CH2:25][P:26](=[O:33])([O:30][CH2:31][CH3:32])[O:27][CH2:28][CH3:29]. Product: [CH2:31]([O:30][P:26]([CH2:25][CH2:24][CH2:23][N:12]1[CH:11]=[N:10][C:9]2[C:13]1=[N:14][C:6]([O:5][CH2:4][CH2:3][O:2][CH3:1])=[N:7][C:8]=2[NH2:15])(=[O:33])[O:27][CH2:28][CH3:29])[CH3:32]. The catalyst class is: 3.